Dataset: Full USPTO retrosynthesis dataset with 1.9M reactions from patents (1976-2016). Task: Predict the reactants needed to synthesize the given product. (1) Given the product [Cl:1][C:2]1[N:7]=[CH:6][C:5]([CH2:8][N:9]2[CH2:16][CH2:17][CH2:18][CH:14]3[O:13][C:12](=[O:15])[CH:11]=[C:10]23)=[CH:4][CH:3]=1, predict the reactants needed to synthesize it. The reactants are: [Cl:1][C:2]1[N:7]=[CH:6][C:5]([CH2:8][N:9]([CH2:16][CH2:17][CH2:18]I)[C:10]2[CH2:14][O:13][C:12](=[O:15])[CH:11]=2)=[CH:4][CH:3]=1.C([N-]C(C)C)(C)C.[Li+].CO. (2) Given the product [CH3:19][O:18][CH2:17][C@H:16]([CH3:20])[O:15][C:13]1[CH:14]=[C:9]([CH:10]=[C:11]([C:21]2[NH:22][C:23]([C:26]3[S:27][CH:28]=[CH:29][N:30]=3)=[CH:24][CH:25]=2)[CH:12]=1)[O:8][C:7]1[CH:38]=[CH:39][C:4]([C:1](=[O:3])[CH3:2])=[CH:5][CH:6]=1, predict the reactants needed to synthesize it. The reactants are: [C:1]([C:4]1[CH:39]=[CH:38][C:7]([O:8][C:9]2[CH:10]=[C:11]([C:21]3[N:22](C(OC(C)(C)C)=O)[C:23]([C:26]4[S:27][CH:28]=[CH:29][N:30]=4)=[CH:24][CH:25]=3)[CH:12]=[C:13]([O:15][C@@H:16]([CH3:20])[CH2:17][O:18][CH3:19])[CH:14]=2)=[CH:6][CH:5]=1)(=[O:3])[CH3:2].FC(F)(F)C(O)=O. (3) Given the product [CH2:1]([N:8]1[CH2:13][CH:14]([C:26]2[CH:31]=[CH:30][C:29]([Cl:32])=[C:28]([Cl:33])[CH:27]=2)[CH:15]([CH2:16][O:17][Si:18]([C:21]([CH3:24])([CH3:22])[CH3:23])([CH3:19])[CH3:20])[O:25][CH2:10][C:9]1=[O:12])[C:2]1[CH:3]=[CH:4][CH:5]=[CH:6][CH:7]=1, predict the reactants needed to synthesize it. The reactants are: [CH2:1]([N:8]([CH2:13][CH:14]([C:26]1[CH:31]=[CH:30][C:29]([Cl:32])=[C:28]([Cl:33])[CH:27]=1)[CH:15]([OH:25])[CH2:16][O:17][Si:18]([C:21]([CH3:24])([CH3:23])[CH3:22])([CH3:20])[CH3:19])[C:9](=[O:12])[CH2:10]Cl)[C:2]1[CH:7]=[CH:6][CH:5]=[CH:4][CH:3]=1.C[O-].[Na+].O. (4) The reactants are: [N:1]([C:4]1[CH:15]=[CH:14][C:7]([O:8][CH2:9][CH2:10][N:11]([CH3:13])[CH3:12])=[CH:6][CH:5]=1)=[C:2]=[S:3].[N:16]#[C:17][NH2:18].CC(C)([O-])C.[K+].Br[CH2:26][C:27]([C:29]1[CH:34]=[CH:33][CH:32]=[C:31]([O:35][CH3:36])[CH:30]=1)=[O:28]. Given the product [NH2:16][C:17]1[N:18]=[C:2]([NH:1][C:4]2[CH:15]=[CH:14][C:7]([O:8][CH2:9][CH2:10][N:11]([CH3:12])[CH3:13])=[CH:6][CH:5]=2)[S:3][C:26]=1[C:27]([C:29]1[CH:34]=[CH:33][CH:32]=[C:31]([O:35][CH3:36])[CH:30]=1)=[O:28], predict the reactants needed to synthesize it. (5) The reactants are: Cl[C:2]1[N:7]=[C:6]([NH:8][C:9]2[CH:14]=[CH:13][CH:12]=[C:11]([OH:15])[CH:10]=2)[C:5]([F:16])=[CH:4][N:3]=1.[Cl:17][C:18]1[CH:19]=[C:20]([CH:22]=[C:23]([Cl:26])[C:24]=1[OH:25])[NH2:21]. Given the product [F:16][C:5]1[C:6]([NH:8][C:9]2[CH:14]=[CH:13][CH:12]=[C:11]([OH:15])[CH:10]=2)=[N:7][C:2]([NH:21][C:20]2[CH:19]=[C:18]([Cl:17])[C:24]([OH:25])=[C:23]([Cl:26])[CH:22]=2)=[N:3][CH:4]=1, predict the reactants needed to synthesize it. (6) Given the product [NH2:35][CH2:34][CH2:33][C:27]1[C:26]2[C:30](=[CH:31][CH:32]=[C:24]([CH3:22])[CH:25]=2)[NH:29][C:28]=1[CH:14]([C:15]1[CH:20]=[CH:19][CH:18]=[CH:17][CH:16]=1)[C:3]1[C:4](=[O:13])[CH2:5][CH:6]([C:7]2[CH:12]=[CH:11][CH:10]=[CH:9][CH:8]=2)[C:2]=1[OH:1], predict the reactants needed to synthesize it. The reactants are: [OH:1][C:2]1[CH:6]([C:7]2[CH:12]=[CH:11][CH:10]=[CH:9][CH:8]=2)[CH2:5][C:4](=[O:13])[CH:3]=1.[CH:14](=O)[C:15]1[CH:20]=[CH:19][CH:18]=[CH:17][CH:16]=1.[CH2:22]([C:24]1[CH:25]=[C:26]2[C:30](=[CH:31][CH:32]=1)[NH:29][CH:28]=[C:27]2[CH2:33][CH2:34][NH2:35])C.